From a dataset of Reaction yield outcomes from USPTO patents with 853,638 reactions. Predict the reaction yield, written as a fraction of the theoretical maximum amount of product (1.0 means a 100% yield; for example, 0.34 means a 34% yield). (1) The reactants are Br[C:2]1[CH:3]=[C:4]([CH:9]=[C:10]([C:12]([N:14]2[CH2:18][CH2:17][CH2:16][C@@H:15]2[CH2:19][O:20][CH3:21])=[O:13])[CH:11]=1)[C:5]([O:7]C)=[O:6].BrC1C=C(C=C(C(OC)=O)C=1)C(O)=O.CCN(C(C)C)C(C)C.CN(C(ON1N=NC2C=CC=NC1=2)=[N+](C)C)C.F[P-](F)(F)(F)(F)F.C[O:70][CH2:71][C@H:72]1CC[CH2:74][NH:73]1. The catalyst is ClCCl. The product is [CH3:21][O:20][CH2:19][C@H:15]1[CH2:16][CH2:17][CH2:18][N:14]1[C:12]([C:10]1[CH:9]=[C:4]([CH:3]=[C:2]([C:74]2[O:70][CH:71]=[CH:72][N:73]=2)[CH:11]=1)[C:5]([OH:7])=[O:6])=[O:13]. The yield is 0.730. (2) The reactants are [C:1]1([C:7]2[C:15]3[C:10](=[CH:11][C:12]([O:16][CH2:17][CH2:18][CH2:19][C:20]4[CH:25]=[CH:24][CH:23]=[CH:22][CH:21]=4)=[CH:13][CH:14]=3)[C:9](=[O:26])[C:8]=2[C:27]([O-:29])=[O:28])[CH:6]=[CH:5][CH:4]=[CH:3][CH:2]=1.C(N(CC)CC)C.[CH:37]1([NH2:43])[CH2:42][CH2:41][CH2:40][CH2:39][CH2:38]1.O=C1N(P(Cl)(N2CCOC2=O)=O)CCO1.Cl. The catalyst is ClCCl.O. The product is [CH:37]1([NH-:43])[CH2:42][CH2:41][CH2:40][CH2:39][CH2:38]1.[C:1]1([C:7]2[C:15]3[C:10](=[CH:11][C:12]([O:16][CH2:17][CH2:18][CH2:19][C:20]4[CH:25]=[CH:24][CH:23]=[CH:22][CH:21]=4)=[CH:13][CH:14]=3)[C:9](=[O:26])[C:8]=2[C:27]([O-:29])=[O:28])[CH:2]=[CH:3][CH:4]=[CH:5][CH:6]=1. The yield is 0.598. (3) The yield is 0.760. The catalyst is [Cl-].C[N+](C)(C)C. The reactants are [Cl:1][C:2]1[CH:7]=[C:6]([C:8]2[N:9]=[C:10](O)[C:11]3[C:16]([CH:17]=2)=[CH:15][N:14]=[CH:13][CH:12]=3)[CH:5]=[CH:4][N:3]=1.O=P(Cl)(Cl)[Cl:21]. The product is [Cl:21][C:10]1[C:11]2[C:16](=[CH:15][N:14]=[CH:13][CH:12]=2)[CH:17]=[C:8]([C:6]2[CH:5]=[CH:4][N:3]=[C:2]([Cl:1])[CH:7]=2)[N:9]=1.